This data is from Forward reaction prediction with 1.9M reactions from USPTO patents (1976-2016). The task is: Predict the product of the given reaction. (1) Given the reactants [CH3:1][O:2][C:3]1[CH:8]=[CH:7][C:6]([N:9]([CH3:22])[S:10]([C:13]2[CH:21]=[CH:20][C:16]([C:17](O)=[O:18])=[CH:15][CH:14]=2)(=[O:12])=[O:11])=[CH:5][CH:4]=1.[NH2:23][C:24]1[CH:29]=[CH:28][N:27]=[CH:26][CH:25]=1, predict the reaction product. The product is: [CH3:1][O:2][C:3]1[CH:8]=[CH:7][C:6]([N:9]([CH3:22])[S:10]([C:13]2[CH:14]=[CH:15][C:16]([C:17]([NH:23][C:24]3[CH:29]=[CH:28][N:27]=[CH:26][CH:25]=3)=[O:18])=[CH:20][CH:21]=2)(=[O:11])=[O:12])=[CH:5][CH:4]=1. (2) The product is: [Br:16][C:2]1[CH:7]=[N:6][CH:5]=[C:4]([C:8]2[CH:13]=[CH:12][C:11]([Cl:14])=[CH:10][CH:9]=2)[N:3]=1. Given the reactants Cl[C:2]1[CH:7]=[N:6][CH:5]=[C:4]([C:8]2[CH:13]=[CH:12][C:11]([Cl:14])=[CH:10][CH:9]=2)[N:3]=1.P(Br)(Br)[Br:16].N, predict the reaction product.